From a dataset of Forward reaction prediction with 1.9M reactions from USPTO patents (1976-2016). Predict the product of the given reaction. The product is: [C:27]([O:26][C:25]([NH:24][C@H:11]([C:12]([N:14]([C:16]1[CH:17]=[CH:18][C:19]([O:22][CH3:23])=[CH:20][CH:21]=1)[CH3:15])=[O:13])[CH2:10][C:6]1[CH:5]=[C:4]([CH2:1][CH:2]=[CH:3][C:33]2[N:34]([C:48]([O:50][C:51]([CH3:52])([CH3:54])[CH3:53])=[O:49])[C:35]3[C:40]([C:41]=2[CH2:42][C:43]([O:45][CH2:46][CH3:47])=[O:44])=[CH:39][CH:38]=[CH:37][CH:36]=3)[CH:9]=[CH:8][CH:7]=1)=[O:31])([CH3:30])([CH3:29])[CH3:28]. Given the reactants [CH2:1]([C:4]1[CH:5]=[C:6]([CH2:10][C@H:11]([NH:24][C:25](=[O:31])[O:26][C:27]([CH3:30])([CH3:29])[CH3:28])[C:12]([N:14]([C:16]2[CH:21]=[CH:20][C:19]([O:22][CH3:23])=[CH:18][CH:17]=2)[CH3:15])=[O:13])[CH:7]=[CH:8][CH:9]=1)[CH:2]=[CH2:3].Br[C:33]1[N:34]([C:48]([O:50][C:51]([CH3:54])([CH3:53])[CH3:52])=[O:49])[C:35]2[C:40]([C:41]=1[CH2:42][C:43]([O:45][CH2:46][CH3:47])=[O:44])=[CH:39][CH:38]=[CH:37][CH:36]=2.C(=O)(O)[O-].[Na+], predict the reaction product.